Task: Predict the product of the given reaction.. Dataset: Forward reaction prediction with 1.9M reactions from USPTO patents (1976-2016) (1) Given the reactants [OH:1][C:2]1[CH:3]=[C:4]([CH:7]=[CH:8][CH:9]=1)[C:5]#[N:6].[S:10]([O-])([O-])=O.[NH4+].[NH4+], predict the reaction product. The product is: [OH:1][C:2]1[CH:3]=[C:4]([CH:7]=[CH:8][CH:9]=1)[C:5]([NH2:6])=[S:10]. (2) Given the reactants [NH2:1][C:2]1[N:7]=[CH:6][N:5]=[C:4]2[N:8]([CH:12]3[CH2:18][O:17][CH2:16][CH2:15][N:14]([C:19]([O:21][C:22]([CH3:25])([CH3:24])[CH3:23])=[O:20])[CH2:13]3)[N:9]=[C:10](I)[C:3]=12.CC1(C)C(C)(C)OB([C:34]2[CH:39]=[CH:38][C:37]([O:40][C:41]3[CH:46]=[CH:45][CH:44]=[CH:43][CH:42]=3)=[CH:36][CH:35]=2)O1.C(=O)([O-])[O-].[Na+].[Na+].B([O-])[O-], predict the reaction product. The product is: [NH2:1][C:2]1[N:7]=[CH:6][N:5]=[C:4]2[N:8]([CH:12]3[CH2:18][O:17][CH2:16][CH2:15][N:14]([C:19]([O:21][C:22]([CH3:25])([CH3:24])[CH3:23])=[O:20])[CH2:13]3)[N:9]=[C:10]([C:44]3[CH:45]=[CH:46][C:41]([O:40][C:37]4[CH:38]=[CH:39][CH:34]=[CH:35][CH:36]=4)=[CH:42][CH:43]=3)[C:3]=12. (3) Given the reactants [C:1]([C:5]1[CH:28]=[CH:27][C:8]([CH2:9][N:10]2[CH2:14][CH:13]([CH2:15][CH2:16][CH2:17][C:18]3[CH:23]=[CH:22][C:21]([OH:24])=[CH:20][CH:19]=3)[N:12]([CH3:25])[C:11]2=[O:26])=[CH:7][CH:6]=1)([CH3:4])([CH3:3])[CH3:2].CC(C)([O-])C.[K+].Br[C:36]([CH2:44][CH3:45])([CH2:42][CH3:43])[C:37]([O:39]CC)=[O:38].[OH-].[Na+], predict the reaction product. The product is: [C:1]([C:5]1[CH:28]=[CH:27][C:8]([CH2:9][N:10]2[CH2:14][CH:13]([CH2:15][CH2:16][CH2:17][C:18]3[CH:19]=[CH:20][C:21]([O:24][C:36]([CH2:44][CH3:45])([CH2:42][CH3:43])[C:37]([OH:39])=[O:38])=[CH:22][CH:23]=3)[N:12]([CH3:25])[C:11]2=[O:26])=[CH:7][CH:6]=1)([CH3:4])([CH3:2])[CH3:3].